From a dataset of Peptide-MHC class I binding affinity with 185,985 pairs from IEDB/IMGT. Regression. Given a peptide amino acid sequence and an MHC pseudo amino acid sequence, predict their binding affinity value. This is MHC class I binding data. (1) The peptide sequence is VSTAPTGSW. The MHC is HLA-A02:01 with pseudo-sequence HLA-A02:01. The binding affinity (normalized) is 0.213. (2) The peptide sequence is EGGGNSSWPW. The MHC is Mamu-B17 with pseudo-sequence Mamu-B17. The binding affinity (normalized) is 0.0975. (3) The peptide sequence is AMAAQLQAV. The MHC is HLA-B15:01 with pseudo-sequence HLA-B15:01. The binding affinity (normalized) is 0.712. (4) The peptide sequence is LPQPPICTI. The MHC is HLA-B54:01 with pseudo-sequence HLA-B54:01. The binding affinity (normalized) is 0.723. (5) The peptide sequence is SYMLQGLRK. The MHC is HLA-A03:01 with pseudo-sequence HLA-A03:01. The binding affinity (normalized) is 0.0847. (6) The peptide sequence is DYCSRNLYVSL. The MHC is Patr-A0901 with pseudo-sequence Patr-A0901. The binding affinity (normalized) is 0.285. (7) The peptide sequence is HLINKLLST. The MHC is HLA-A02:02 with pseudo-sequence HLA-A02:02. The binding affinity (normalized) is 0.575.